The task is: Predict which catalyst facilitates the given reaction.. This data is from Catalyst prediction with 721,799 reactions and 888 catalyst types from USPTO. (1) Reactant: [CH3:1][O:2][C:3]1[CH:4]=[C:5]2[CH2:14][CH:13]([CH2:15][CH:16]3[CH2:21][CH2:20][N:19]([CH2:22][C:23]4[CH:24]=[CH:25][CH:26]=[CH:27][CH:28]=4)[CH2:18][CH2:17]3)[C:11](=[O:12])[C:6]2=[CH:7][C:8]=1[O:9][CH3:10].[C:29]([OH:36])(=[O:35])/[CH:30]=[CH:31]\[C:32]([OH:34])=[O:33]. Product: [CH3:1][O:2][C:3]1[CH:4]=[C:5]2[CH2:14][CH:13]([CH2:15][CH:16]3[CH2:17][CH2:18][N:19]([CH2:22][C:23]4[CH:28]=[CH:27][CH:26]=[CH:25][CH:24]=4)[CH2:20][CH2:21]3)[C:11](=[O:12])[C:6]2=[CH:7][C:8]=1[O:9][CH3:10].[C:29]([O-:36])(=[O:35])/[CH:30]=[CH:31]\[C:32]([O-:34])=[O:33]. The catalyst class is: 21. (2) Reactant: [CH3:1][C:2]1[CH:3]=[C:4]([CH:26]=O)[N:5]2[C:10]3[CH:11]=[CH:12][CH:13]=[CH:14][C:9]=3[O:8][C:7]3([CH2:19][CH2:18][N:17]([C:20](=[O:25])[C:21]([F:24])([F:23])[F:22])[CH2:16][CH2:15]3)[C:6]=12.Cl.[NH2:29]O.C([O-])(=O)C.[Na+].CC(OC(C)=O)=O.C([O-])(O)=O.[Na+]. Product: [CH3:1][C:2]1[CH:3]=[C:4]([C:26]#[N:29])[N:5]2[C:6]=1[C:7]1([CH2:15][CH2:16][N:17]([C:20](=[O:25])[C:21]([F:24])([F:22])[F:23])[CH2:18][CH2:19]1)[O:8][C:9]1[CH:14]=[CH:13][CH:12]=[CH:11][C:10]2=1. The catalyst class is: 40.